From a dataset of Reaction yield outcomes from USPTO patents with 853,638 reactions. Predict the reaction yield, written as a fraction of the theoretical maximum amount of product (1.0 means a 100% yield; for example, 0.34 means a 34% yield). (1) The reactants are C(O[C:4]1[C:5](=[O:16])[C:6](=[O:15])[C:7]=1[NH:8][C:9]1[CH:14]=[CH:13][N:12]=[CH:11][CH:10]=1)C.[C:17]1([CH2:23][CH2:24][CH2:25][CH2:26][CH2:27][CH2:28][CH2:29][NH2:30])[CH:22]=[CH:21][CH:20]=[CH:19][CH:18]=1. No catalyst specified. The product is [C:17]1([CH2:23][CH2:24][CH2:25][CH2:26][CH2:27][CH2:28][CH2:29][NH:30][C:4]2[C:5](=[O:16])[C:6](=[O:15])[C:7]=2[NH:8][C:9]2[CH:10]=[CH:11][N:12]=[CH:13][CH:14]=2)[CH:22]=[CH:21][CH:20]=[CH:19][CH:18]=1. The yield is 0.590. (2) The reactants are O[C:2]([C:27]1[CH:32]=[CH:31][CH:30]=[CH:29][CH:28]=1)([CH2:23][C:24]([CH3:26])=[CH2:25])[CH2:3][CH2:4][N:5]([C:19]([O:21]C)=[O:20])[C@H:6]1[CH2:11][CH2:10][CH2:9][N:8]([C:12]([O:14][C:15]([CH3:18])([CH3:17])[CH3:16])=[O:13])[CH2:7]1.[H-].[Na+]. The catalyst is C1COCC1.CCOCC. The product is [CH3:26][C:24](=[CH2:25])[CH2:23][C@@:2]1([C:27]2[CH:32]=[CH:31][CH:30]=[CH:29][CH:28]=2)[O:20][C:19](=[O:21])[N:5]([C@H:6]2[CH2:11][CH2:10][CH2:9][N:8]([C:12]([O:14][C:15]([CH3:18])([CH3:17])[CH3:16])=[O:13])[CH2:7]2)[CH2:4][CH2:3]1. The yield is 0.550. (3) The reactants are Br[C:2]1[CH:7]=[CH:6][CH:5]=[CH:4][N:3]=1.N1C=CC=CC=1.[NH2:14][CH2:15][CH2:16][CH2:17][NH2:18]. No catalyst specified. The product is [N:3]1[CH:4]=[CH:5][CH:6]=[CH:7][C:2]=1[NH:14][CH2:15][CH2:16][CH2:17][NH2:18]. The yield is 0.500.